From a dataset of Plasma protein binding rate (PPBR) regression data from AstraZeneca. Regression/Classification. Given a drug SMILES string, predict its absorption, distribution, metabolism, or excretion properties. Task type varies by dataset: regression for continuous measurements (e.g., permeability, clearance, half-life) or binary classification for categorical outcomes (e.g., BBB penetration, CYP inhibition). For this dataset (ppbr_az), we predict Y. (1) The drug is Cn1cc(C(=O)NC[C@@H](O)CN2CCC(Oc3ccc(Cl)c(Cl)c3)CC2)c(C(F)(F)F)cc1=O. The Y is 93.5 %. (2) The compound is CCOc1cc2ncc(C(N)=O)c(Nc3cccc(Cl)c3Cl)c2cc1N1CCN(C(C)C)CC1. The Y is 98.5 %.